Dataset: Kir2.1 potassium channel HTS with 301,493 compounds. Task: Binary Classification. Given a drug SMILES string, predict its activity (active/inactive) in a high-throughput screening assay against a specified biological target. (1) The compound is Clc1c(Cc2nc(on2)CN(C(C)C)Cc2cn(nc2)C)cccc1. The result is 0 (inactive). (2) The compound is O(CC(=O)NC1CCCC1)c1cc2oc(=O)cc(c2cc1)C. The result is 0 (inactive). (3) The compound is S(=O)(=O)(N(CC(=O)Nc1c(C(=O)N2CCOCC2)cccc1)c1cc2OCOc2cc1)C. The result is 0 (inactive). (4) The molecule is O=C1C(C2C(C(C(=O)CC2)CCCC)C1)C\C=C/CCCC(O)=O. The result is 0 (inactive). (5) The compound is O(CC(=O)NCCCNC(=O)c1ncccc1)c1c(cccc1)C. The result is 0 (inactive).